From a dataset of Full USPTO retrosynthesis dataset with 1.9M reactions from patents (1976-2016). Predict the reactants needed to synthesize the given product. (1) The reactants are: [C:1]([O:5][C:6](=[O:14])/[CH:7]=[CH:8]/[C:9]1[CH:13]=[CH:12][NH:11][CH:10]=1)([CH3:4])([CH3:3])[CH3:2].[N:15]1([C:20]2[CH:25]=[CH:24][C:23]([S:26](Cl)(=[O:28])=[O:27])=[CH:22][CH:21]=2)[CH:19]=[CH:18][CH:17]=[N:16]1. Given the product [C:1]([O:5][C:6](=[O:14])/[CH:7]=[CH:8]/[C:9]1[CH:13]=[CH:12][N:11]([S:26]([C:23]2[CH:22]=[CH:21][C:20]([N:15]3[CH:19]=[CH:18][CH:17]=[N:16]3)=[CH:25][CH:24]=2)(=[O:27])=[O:28])[CH:10]=1)([CH3:4])([CH3:2])[CH3:3], predict the reactants needed to synthesize it. (2) Given the product [Br-:2].[Br-:1].[NH2:6][CH2:5][CH2:4][CH2:3][P+:13]([C:14]1[CH:15]=[CH:16][CH:17]=[CH:18][CH:19]=1)([C:20]1[CH:25]=[CH:24][CH:23]=[CH:22][CH:21]=1)[C:7]1[CH:8]=[CH:9][CH:10]=[CH:11][CH:12]=1.[NH2:6][CH2:5][CH2:4][CH2:3][P+:13]([C:14]1[CH:15]=[CH:16][CH:17]=[CH:18][CH:19]=1)([C:20]1[CH:25]=[CH:24][CH:23]=[CH:22][CH:21]=1)[C:7]1[CH:8]=[CH:9][CH:10]=[CH:11][CH:12]=1, predict the reactants needed to synthesize it. The reactants are: [BrH:1].[Br:2][CH2:3][CH2:4][CH2:5][NH2:6].[C:7]1([P:13]([C:20]2[CH:25]=[CH:24][CH:23]=[CH:22][CH:21]=2)[C:14]2[CH:19]=[CH:18][CH:17]=[CH:16][CH:15]=2)[CH:12]=[CH:11][CH:10]=[CH:9][CH:8]=1. (3) Given the product [F:1][C:2]1[CH:3]=[CH:4][C:5]([C:8]([CH3:27])([CH3:26])[CH2:9][N:10]([C:18]2[CH:23]=[CH:22][C:21]([CH2:24][CH2:25][OH:29])=[CH:20][N:19]=2)[C:11](=[O:17])[O:12][C:13]([CH3:16])([CH3:15])[CH3:14])=[CH:6][CH:7]=1, predict the reactants needed to synthesize it. The reactants are: [F:1][C:2]1[CH:7]=[CH:6][C:5]([C:8]([CH3:27])([CH3:26])[CH2:9][N:10]([C:18]2[CH:23]=[CH:22][C:21]([CH:24]=[CH2:25])=[CH:20][N:19]=2)[C:11](=[O:17])[O:12][C:13]([CH3:16])([CH3:15])[CH3:14])=[CH:4][CH:3]=1.B.[OH-:29].[Na+].OO. (4) Given the product [CH3:17][C:6]1[C:5]([CH2:4][CH:3]=[O:2])=[C:9]([CH3:10])[N:8]([C:11]2[CH:16]=[CH:15][CH:14]=[CH:13][CH:12]=2)[N:7]=1, predict the reactants needed to synthesize it. The reactants are: C[O:2][CH:3]=[CH:4][C:5]1[C:6]([CH3:17])=[N:7][N:8]([C:11]2[CH:16]=[CH:15][CH:14]=[CH:13][CH:12]=2)[C:9]=1[CH3:10].O.C1(C)C=CC(S(O)(=O)=O)=CC=1.Cl.